Dataset: Full USPTO retrosynthesis dataset with 1.9M reactions from patents (1976-2016). Task: Predict the reactants needed to synthesize the given product. (1) Given the product [CH3:9][O:10][CH:11]=[CH:12][C:13]([OH:15])=[O:14].[C:3]1(=[O:8])[NH:2][C:6](=[O:7])[CH2:5][CH2:4]1, predict the reactants needed to synthesize it. The reactants are: O[N:2]1[C:6](=[O:7])[CH2:5][CH2:4][C:3]1=[O:8].[CH3:9][O:10][CH:11]=[CH:12][C:13]([O-:15])=[O:14].[Na+].Cl.C(N=C=NCCCN(C)C)C.C(=O)(O)[O-].[Na+]. (2) Given the product [CH3:55][C:52]1[CH:53]=[CH:54][C:49]([C:2]2[CH:3]=[CH:4][C:5]([C:8]3([C:11]([N:13]4[CH2:17][CH2:16][C:15]5([C:21]6[CH:22]=[CH:23][CH:24]=[CH:25][C:20]=6[C:19](=[O:26])[O:18]5)[CH2:14]4)=[O:12])[CH2:9][CH2:10]3)=[CH:6][CH:7]=2)=[N:50][CH:51]=1, predict the reactants needed to synthesize it. The reactants are: Br[C:2]1[CH:7]=[CH:6][C:5]([C:8]2([C:11]([N:13]3[CH2:17][CH2:16][C@@:15]4([C:21]5[CH:22]=[CH:23][CH:24]=[CH:25][C:20]=5[C:19](=[O:26])[O:18]4)[CH2:14]3)=[O:12])[CH2:10][CH2:9]2)=[CH:4][CH:3]=1.O1CCOCC1.C(P(C(C)(C)C)C(C)(C)C)(C)(C)C.[F-].[K+].Br[C:49]1[CH:54]=[CH:53][C:52]([CH3:55])=[CH:51][N:50]=1. (3) Given the product [N+:24]([C:22]1[CH:21]=[CH:20][C:18]2[N:19]=[C:15]([C:3]3[CH:4]=[CH:5][S:1][CH:2]=3)[S:16][C:17]=2[CH:23]=1)([O-:26])=[O:25], predict the reactants needed to synthesize it. The reactants are: [S:1]1[CH:5]=[CH:4][C:3](B(O)O)=[CH:2]1.[Na].C(=O)([O-])[O-].Br[C:15]1[S:16][C:17]2[CH:23]=[C:22]([N+:24]([O-:26])=[O:25])[CH:21]=[CH:20][C:18]=2[N:19]=1. (4) The reactants are: [C:1]([O:5][C:6]([CH3:9])([CH3:8])[CH3:7])(=[O:4])[CH:2]=[CH2:3].[C:10]1(=[O:16])[O:15][C:13](=[O:14])[CH:12]=[CH:11]1.[CH:17]12[CH2:23][CH:20]([CH:21]=[CH:22]1)[CH2:19][CH:18]2[C:24]([O:26][C:27]([CH3:30])([CH3:29])[CH3:28])=[O:25].[CH:31]12[CH2:37][CH:34]([CH:35]=[CH:36]1)[CH2:33][CH:32]2[C:38]([O:40][CH2:41][CH2:42][OH:43])=[O:39].N(C(C)(C)C#N)=NC(C)(C)C#N.C(OC(C)COC)(=O)C. Given the product [C:1]([O:5][C:6]([CH3:9])([CH3:8])[CH3:7])(=[O:4])[CH:2]=[CH2:3].[C:13]1(=[O:14])[O:15][C:10](=[O:16])[CH:11]=[CH:12]1.[CH:17]12[CH2:23][CH:20]([CH:21]=[CH:22]1)[CH2:19][CH:18]2[C:24]([O:26][C:27]([CH3:30])([CH3:29])[CH3:28])=[O:25].[CH:31]12[CH2:37][CH:34]([CH:35]=[CH:36]1)[CH2:33][CH:32]2[C:38]([O:40][CH2:41][CH2:42][OH:43])=[O:39], predict the reactants needed to synthesize it. (5) Given the product [F:22][C:19]1[CH:20]=[CH:21][C:16]([NH:15][C:4]2[CH:3]=[C:2]([C:27]3[CH:28]=[CH:29][C:24]([OH:23])=[CH:25][CH:26]=3)[CH:14]=[CH:13][C:5]=2[C:6]([O:8][C:9]([CH3:12])([CH3:11])[CH3:10])=[O:7])=[CH:17][CH:18]=1, predict the reactants needed to synthesize it. The reactants are: Br[C:2]1[CH:14]=[CH:13][C:5]([C:6]([O:8][C:9]([CH3:12])([CH3:11])[CH3:10])=[O:7])=[C:4]([NH:15][C:16]2[CH:21]=[CH:20][C:19]([F:22])=[CH:18][CH:17]=2)[CH:3]=1.[OH:23][C:24]1[CH:29]=[CH:28][C:27](B(O)O)=[CH:26][CH:25]=1.C(=O)([O-])[O-].[Na+].[Na+]. (6) Given the product [C:1]1(/[CH:7]=[CH:8]/[C:9]2[CH:10]=[CH:11][C:12]([CH2:15][O:16][CH2:17][CH2:18][O:19][CH2:20][CH2:21][OH:22])=[CH:13][CH:14]=2)[CH:2]=[CH:3][CH:4]=[CH:5][CH:6]=1, predict the reactants needed to synthesize it. The reactants are: [C:1]1(/[CH:7]=[CH:8]/[C:9]2[CH:14]=[CH:13][C:12]([CH2:15][O:16][CH2:17][CH2:18][O:19][CH2:20][CH2:21][O:22]COC)=[CH:11][CH:10]=2)[CH:6]=[CH:5][CH:4]=[CH:3][CH:2]=1.Cl. (7) Given the product [CH:1]([N:14]1[CH2:17][CH:16]([C:18]([NH:25][CH3:29])=[O:20])[CH2:15]1)([C:8]1[CH:13]=[CH:12][CH:11]=[CH:10][CH:9]=1)[C:2]1[CH:7]=[CH:6][CH:5]=[CH:4][CH:3]=1, predict the reactants needed to synthesize it. The reactants are: [CH:1]([N:14]1[CH2:17][CH:16]([C:18]([OH:20])=O)[CH2:15]1)([C:8]1[CH:13]=[CH:12][CH:11]=[CH:10][CH:9]=1)[C:2]1[CH:7]=[CH:6][CH:5]=[CH:4][CH:3]=1.Cl.CN.O[N:25]1[C:29]2C=CC=CC=2N=N1.Cl.C(N=C=NCCCN(C)C)C.